Dataset: Catalyst prediction with 721,799 reactions and 888 catalyst types from USPTO. Task: Predict which catalyst facilitates the given reaction. Reactant: [OH:1][C:2]1[CH:3]=[C:4]2[C:9](=[CH:10][CH:11]=1)[C:8]([C:12]([OH:14])=O)=[CH:7][CH:6]=[CH:5]2.[C:15]([O:19][C:20]([C:22]1[CH:37]=[CH:36][C:25]([CH2:26][C@@H:27]([C:29]([O:31][C:32]([CH3:35])([CH3:34])[CH3:33])=[O:30])[NH2:28])=[CH:24][CH:23]=1)=[O:21])([CH3:18])([CH3:17])[CH3:16].Cl.CN(C)CCCN=C=NCC.N1(O)C2C=CC=CC=2N=N1. Product: [C:15]([O:19][C:20]([C:22]1[CH:37]=[CH:36][C:25]([CH2:26][C@@H:27]([C:29]([O:31][C:32]([CH3:35])([CH3:34])[CH3:33])=[O:30])[NH:28][C:12]([C:8]2[C:9]3[C:4](=[CH:3][C:2]([OH:1])=[CH:11][CH:10]=3)[CH:5]=[CH:6][CH:7]=2)=[O:14])=[CH:24][CH:23]=1)=[O:21])([CH3:16])([CH3:18])[CH3:17]. The catalyst class is: 145.